The task is: Predict the reactants needed to synthesize the given product.. This data is from Full USPTO retrosynthesis dataset with 1.9M reactions from patents (1976-2016). (1) Given the product [C:19]1([C:17]2[N:18]=[C:14]([C:4]#[C:3][CH2:2][CH2:1][C:5]3[CH:6]=[C:7]([CH:10]=[CH:11][CH:12]=3)[C:8]#[N:9])[S:15][CH:16]=2)[CH:20]=[CH:21][CH:22]=[CH:23][CH:24]=1, predict the reactants needed to synthesize it. The reactants are: [CH2:1]([C:5]1[CH:6]=[C:7]([CH:10]=[CH:11][CH:12]=1)[C:8]#[N:9])[CH2:2][C:3]#[CH:4].Br[C:14]1[S:15][CH:16]=[C:17]([C:19]2[CH:24]=[CH:23][CH:22]=[CH:21][CH:20]=2)[N:18]=1.CCN(CC)CC. (2) The reactants are: [C:1]([O:10][CH3:11])(=[O:9])[C:2]1[C:3](=[CH:5][CH:6]=[CH:7][CH:8]=1)[NH2:4].[C:12]([OH:15])(=O)[CH3:13].[N+:16]([O-])([OH:18])=[O:17]. Given the product [C:12]([NH:4][C:3]1[C:5]([N+:16]([O-:18])=[O:17])=[CH:6][CH:7]=[CH:8][C:2]=1[C:1]([O:10][CH3:11])=[O:9])(=[O:15])[CH3:13], predict the reactants needed to synthesize it.